This data is from TCR-epitope binding with 47,182 pairs between 192 epitopes and 23,139 TCRs. The task is: Binary Classification. Given a T-cell receptor sequence (or CDR3 region) and an epitope sequence, predict whether binding occurs between them. (1) The epitope is FIAGLIAIV. The TCR CDR3 sequence is CASSQGLGPGELFF. Result: 0 (the TCR does not bind to the epitope). (2) The epitope is HPVGEADYFEY. The TCR CDR3 sequence is CASTGSGYGYTF. Result: 0 (the TCR does not bind to the epitope). (3) The epitope is TPRVTGGGAM. The TCR CDR3 sequence is CASSLKGQGPINEQFF. Result: 1 (the TCR binds to the epitope). (4) The epitope is RQLLFVVEV. The TCR CDR3 sequence is CASSLVGGGHSPLHF. Result: 1 (the TCR binds to the epitope).